From a dataset of Reaction yield outcomes from USPTO patents with 853,638 reactions. Predict the reaction yield, written as a fraction of the theoretical maximum amount of product (1.0 means a 100% yield; for example, 0.34 means a 34% yield). (1) The reactants are [N:1]1[CH:6]=[CH:5][C:4]([C:7]2[N:8]=[C:9]([NH:12][C:13]3[CH:14]=[C:15]([CH:20]=[CH:21][CH:22]=3)[C:16]([O:18]C)=[O:17])[S:10][CH:11]=2)=[CH:3][CH:2]=1.[OH-].[Na+]. The catalyst is CO.C1COCC1. The product is [N:1]1[CH:2]=[CH:3][C:4]([C:7]2[N:8]=[C:9]([NH:12][C:13]3[CH:14]=[C:15]([CH:20]=[CH:21][CH:22]=3)[C:16]([OH:18])=[O:17])[S:10][CH:11]=2)=[CH:5][CH:6]=1. The yield is 0.870. (2) The reactants are O[C:2]1[C:15]2[C:6](=[CH:7][C:8]3[C:13]([CH:14]=2)=[CH:12][CH:11]=[CH:10][CH:9]=3)[C:5]([OH:16])=[CH:4][CH:3]=1.I[CH3:18].CN([CH:22]=[O:23])C.Cl. The catalyst is O. The product is [CH3:18][O:16][C:5]1[C:6]2[C:15](=[CH:14][C:13]3[C:8]([CH:7]=2)=[CH:9][CH:10]=[CH:11][CH:12]=3)[C:2]([O:23][CH3:22])=[CH:3][CH:4]=1. The yield is 0.940.